From a dataset of Reaction yield outcomes from USPTO patents with 853,638 reactions. Predict the reaction yield, written as a fraction of the theoretical maximum amount of product (1.0 means a 100% yield; for example, 0.34 means a 34% yield). The reactants are [C:1](=[O:4])([O-])[O-].[K+].[K+].CI.CN(C)C=O.[Br:14][C:15]1[CH:16]=[CH:17][C:18](O)=[N:19][CH:20]=1. The catalyst is O. The product is [Br:14][C:15]1[CH:16]=[CH:17][C:1](=[O:4])[N:19]([CH3:18])[CH:20]=1. The yield is 0.900.